This data is from Full USPTO retrosynthesis dataset with 1.9M reactions from patents (1976-2016). The task is: Predict the reactants needed to synthesize the given product. (1) Given the product [Cl:1][C:2]1[CH:3]=[C:4]2[N:28]=[C:27]([O:29][C@@H:30]3[CH2:34][O:33][C@@H:32]4[C@H:35]([OH:38])[CH2:36][O:37][C@H:31]34)[NH:26][C:5]2=[N:6][C:7]=1[C:8]1[CH:13]=[CH:12][C:11]([N:14]2[CH2:19][CH2:18][CH:17]([NH:20][C:21](=[O:25])[O:22][CH2:23][CH3:24])[CH2:16][CH2:15]2)=[CH:10][CH:9]=1, predict the reactants needed to synthesize it. The reactants are: [Cl:1][C:2]1[CH:3]=[C:4]2[N:28]=[C:27]([O:29][C@@H:30]3[CH2:34][O:33][C@@H:32]4[C@H:35]([OH:38])[CH2:36][O:37][C@H:31]34)[N:26](COCC[Si](C)(C)C)[C:5]2=[N:6][C:7]=1[C:8]1[CH:13]=[CH:12][C:11]([N:14]2[CH2:19][CH2:18][CH:17]([NH:20][C:21](=[O:25])[O:22][CH2:23][CH3:24])[CH2:16][CH2:15]2)=[CH:10][CH:9]=1.OS([O-])(=O)=O.[K+].[OH-].[Na+].Cl. (2) Given the product [F:9][C:10]1[CH:17]=[CH:16][C:13](/[CH:14]=[CH:15]/[C:2]2[CH:7]=[CH:6][C:5]([OH:8])=[CH:4][CH:3]=2)=[CH:12][CH:11]=1, predict the reactants needed to synthesize it. The reactants are: I[C:2]1[CH:7]=[CH:6][C:5]([OH:8])=[CH:4][CH:3]=1.[F:9][C:10]1[CH:17]=[CH:16][C:13]([CH:14]=[CH2:15])=[CH:12][CH:11]=1.C(=O)([O-])[O-].[Cs+].[Cs+].Cl. (3) Given the product [CH3:6][C:7]1[N:12]=[C:11]([C:13]([O:15][CH3:16])=[O:14])[CH:10]=[CH:9][CH:8]=1, predict the reactants needed to synthesize it. The reactants are: S(=O)(=O)(O)O.[CH3:6][C:7]1[N:12]=[C:11]([C:13]([OH:15])=[O:14])[CH:10]=[CH:9][CH:8]=1.[C:16](=O)([O-])[O-].[Na+].[Na+]. (4) Given the product [CH3:1][O:2][CH:3]([O:6][CH3:7])[CH2:4][NH:5][C:28](=[O:29])[N:27]([C:17]1[CH:18]=[CH:19][C:20]([S:22][C:23]([F:24])([F:25])[F:26])=[CH:21][C:16]=1[F:15])[CH3:31], predict the reactants needed to synthesize it. The reactants are: [CH3:1][O:2][CH:3]([O:6][CH3:7])[CH2:4][NH2:5].C(N(CC)CC)C.[F:15][C:16]1[CH:21]=[C:20]([S:22][C:23]([F:26])([F:25])[F:24])[CH:19]=[CH:18][C:17]=1[N:27]([CH3:31])[C:28](Cl)=[O:29]. (5) Given the product [CH3:1][N:2]1[C:11]2[C:6](=[CH:7][CH:8]=[CH:9][CH:10]=2)[CH:5]=[C:4]([C:12]([OH:14])=[O:13])[C:3]1=[O:17], predict the reactants needed to synthesize it. The reactants are: [CH3:1][N:2]1[C:11]2[C:6](=[CH:7][CH:8]=[CH:9][CH:10]=2)[CH:5]=[C:4]([C:12]([O:14]CC)=[O:13])[C:3]1=[O:17].O.[OH-].[Li+].O.C(=O)([O-])O.[Na+]. (6) Given the product [Cl:1][C:2]1[C:6]([C:7]([NH:9][CH3:10])=[O:8])=[CH:5][NH:4][C:3]=1[C:11]([NH:50][CH2:51][C:52]1[CH:57]=[CH:56][C:55]([Cl:58])=[C:54]([O:59][C:60]2[CH:61]=[C:62]([C:63]#[N:64])[CH:65]=[C:66]([Cl:68])[CH:67]=2)[C:53]=1[F:69])=[O:13], predict the reactants needed to synthesize it. The reactants are: [Cl:1][C:2]1[C:6]([C:7]([NH:9][CH3:10])=[O:8])=[CH:5][NH:4][C:3]=1[C:11]([O:13]C)=O.[OH-].[Li+].CN(C(ON1N=NC2C=CC=NC1=2)=[N+](C)C)C.F[P-](F)(F)(F)(F)F.CCN(C(C)C)C(C)C.[NH2:50][CH2:51][C:52]1[C:53]([F:69])=[C:54]([O:59][C:60]2[CH:61]=[C:62]([CH:65]=[C:66]([Cl:68])[CH:67]=2)[C:63]#[N:64])[C:55]([Cl:58])=[CH:56][CH:57]=1. (7) Given the product [CH2:20]([O:22][C:23]1[CH:28]=[CH:27][C:26]([CH:29]2[C:10]3[C:11](=[CH:13][CH:14]=[C:8]([O:1][C:2]4[CH:3]=[CH:4][CH:5]=[CH:6][CH:7]=4)[CH:9]=3)[NH:12][CH:16]([C:15]([OH:19])=[O:18])[CH2:30]2)=[CH:25][C:24]=1[O:31][CH3:32])[CH3:21], predict the reactants needed to synthesize it. The reactants are: [O:1]([C:8]1[CH:14]=[CH:13][C:11]([NH2:12])=[CH:10][CH:9]=1)[C:2]1[CH:7]=[CH:6][CH:5]=[CH:4][CH:3]=1.[C:15]([OH:19])(=[O:18])[CH:16]=O.[CH2:20]([O:22][C:23]1[CH:28]=[CH:27][C:26]([CH:29]=[CH2:30])=[CH:25][C:24]=1[O:31][CH3:32])[CH3:21]. (8) Given the product [CH2:1]([CH:3]([CH2:22][CH2:23][CH2:24][CH3:25])[CH2:4][O:5][C:6]1[CH:12]=[CH:11][C:10]([O:13][CH2:14][CH:15]([CH2:20][CH3:21])[CH2:16][CH2:17][CH2:18][CH3:19])=[CH:9][C:7]=1[N:8]([CH2:2][CH2:1][CH2:3][CH2:22][CH3:23])[CH2:27][CH2:28][CH2:29][CH2:30][CH3:31])[CH3:2], predict the reactants needed to synthesize it. The reactants are: [CH2:1]([CH:3]([CH2:22][CH2:23][CH2:24][CH3:25])[CH2:4][O:5][C:6]1[CH:12]=[CH:11][C:10]([O:13][CH2:14][CH:15]([CH2:20][CH3:21])[CH2:16][CH2:17][CH2:18][CH3:19])=[CH:9][C:7]=1[NH2:8])[CH3:2].Br[CH2:27][CH2:28][CH2:29][CH2:30][CH3:31].C([O-])([O-])=O.[K+].[K+]. (9) The reactants are: [F:1][C:2]1[CH:7]=[CH:6][C:5]([N:8]2[C:16]3[C:11](=[CH:12][C:13]([O:17][C@H:18]([C:22]4[CH:27]=[CH:26][CH:25]=[C:24]([O:28][CH3:29])[CH:23]=4)[C@@H:19]([NH2:21])[CH3:20])=[CH:14][CH:15]=3)[CH:10]=[N:9]2)=[CH:4][CH:3]=1.[CH3:30][C:31]1[S:35][CH:34]=[N:33][C:32]=1[C:36](O)=[O:37]. Given the product [F:1][C:2]1[CH:3]=[CH:4][C:5]([N:8]2[C:16]3[C:11](=[CH:12][C:13]([O:17][C@H:18]([C:22]4[CH:27]=[CH:26][CH:25]=[C:24]([O:28][CH3:29])[CH:23]=4)[C@@H:19]([NH:21][C:36]([C:32]4[N:33]=[CH:34][S:35][C:31]=4[CH3:30])=[O:37])[CH3:20])=[CH:14][CH:15]=3)[CH:10]=[N:9]2)=[CH:6][CH:7]=1, predict the reactants needed to synthesize it. (10) Given the product [C:1]([O:5][C:6]([N:8]1[CH2:13][CH2:12][N:11]([S:14]([C:17]2[CH:18]=[C:19]3[C:20]([CH:23]=[CH:27][NH:24]3)=[CH:21][CH:22]=2)(=[O:16])=[O:15])[CH2:10][CH2:9]1)=[O:7])([CH3:4])([CH3:3])[CH3:2], predict the reactants needed to synthesize it. The reactants are: [C:1]([O:5][C:6]([N:8]1[CH2:13][CH2:12][N:11]([S:14]([C:17]2[CH:22]=[CH:21][C:20]([CH3:23])=[C:19]([N+:24]([O-])=O)[CH:18]=2)(=[O:16])=[O:15])[CH2:10][CH2:9]1)=[O:7])([CH3:4])([CH3:3])[CH3:2].[CH3:27]N(C)C=O.